This data is from Reaction yield outcomes from USPTO patents with 853,638 reactions. The task is: Predict the reaction yield, written as a fraction of the theoretical maximum amount of product (1.0 means a 100% yield; for example, 0.34 means a 34% yield). The reactants are C(OC(=O)[CH:5]([N:11]([C:26]1[CH:31]=[CH:30][CH:29]=[CH:28][N:27]=1)[C:12]1[CH:17]=[C:16](OS(C(F)(F)F)(=O)=O)[CH:15]=[CH:14][N:13]=1)[CH2:6][CH2:7][CH2:8][CH2:9][CH3:10])C.[F:33][C:34]1[CH:39]=[CH:38][C:37](B(O)O)=[CH:36][CH:35]=1.[C:43](=[O:46])([O-])[O-:44].[K+].[K+].O.[C:50]1(C)C=CC=C[CH:51]=1. The catalyst is C1C=CC([P]([Pd]([P](C2C=CC=CC=2)(C2C=CC=CC=2)C2C=CC=CC=2)([P](C2C=CC=CC=2)(C2C=CC=CC=2)C2C=CC=CC=2)[P](C2C=CC=CC=2)(C2C=CC=CC=2)C2C=CC=CC=2)(C2C=CC=CC=2)C2C=CC=CC=2)=CC=1. The product is [CH2:50]([O:44][C:43](=[O:46])[CH2:10][CH2:9][CH2:8][CH2:7][CH2:6][CH2:5][N:11]([C:12]1[CH:17]=[C:16]([C:37]2[CH:38]=[CH:39][C:34]([F:33])=[CH:35][CH:36]=2)[CH:15]=[CH:14][N:13]=1)[C:26]1[CH:31]=[CH:30][CH:29]=[CH:28][N:27]=1)[CH3:51]. The yield is 0.710.